From a dataset of Peptide-MHC class I binding affinity with 185,985 pairs from IEDB/IMGT. Regression. Given a peptide amino acid sequence and an MHC pseudo amino acid sequence, predict their binding affinity value. This is MHC class I binding data. (1) The peptide sequence is GPGHKARVL. The MHC is HLA-A68:01 with pseudo-sequence HLA-A68:01. The binding affinity (normalized) is 0. (2) The peptide sequence is ALMEVTHVL. The MHC is HLA-A69:01 with pseudo-sequence HLA-A69:01. The binding affinity (normalized) is 0.580. (3) The peptide sequence is SSPMSKKDYS. The MHC is Mamu-A01 with pseudo-sequence Mamu-A01. The binding affinity (normalized) is 1.00. (4) The peptide sequence is HLENDKIEDL. The binding affinity (normalized) is 0.421. The MHC is HLA-A02:02 with pseudo-sequence HLA-A02:02. (5) The peptide sequence is YSGNIVHRY. The MHC is HLA-A02:01 with pseudo-sequence HLA-A02:01. The binding affinity (normalized) is 0.0847. (6) The peptide sequence is GLLQFIVFL. The binding affinity (normalized) is 0.767. The MHC is HLA-A02:06 with pseudo-sequence HLA-A02:06.